This data is from Catalyst prediction with 721,799 reactions and 888 catalyst types from USPTO. The task is: Predict which catalyst facilitates the given reaction. Reactant: [OH:1][CH2:2][CH:3]1[N:8]([C:9]([O:11][C:12]([CH3:15])([CH3:14])[CH3:13])=[O:10])[CH2:7][CH:6]2[CH:4]1[O:5]2.N1C=CN=C1.[C:21]([Si:25](Cl)([CH3:27])[CH3:26])([CH3:24])([CH3:23])[CH3:22]. Product: [Si:25]([O:1][CH2:2][CH:3]1[N:8]([C:9]([O:11][C:12]([CH3:15])([CH3:14])[CH3:13])=[O:10])[CH2:7][CH:6]2[CH:4]1[O:5]2)([C:21]([CH3:24])([CH3:23])[CH3:22])([CH3:27])[CH3:26]. The catalyst class is: 18.